Dataset: Full USPTO retrosynthesis dataset with 1.9M reactions from patents (1976-2016). Task: Predict the reactants needed to synthesize the given product. (1) Given the product [F:1][C:2]1[CH:3]=[C:4]([C:21]2[CH:22]=[N:23][N:24]3[CH:29]=[CH:28][C:27]([N:30]4[C@@H:34]([C:35]5[CH:40]=[CH:39][CH:38]=[CH:37][CH:36]=5)[CH2:33][O:32][C:31]4=[O:41])=[N:26][C:25]=23)[CH:5]=[CH:6][C:7]=1[C:8]1[N:12]=[CH:11][NH:10][N:9]=1, predict the reactants needed to synthesize it. The reactants are: [F:1][C:2]1[CH:3]=[C:4]([C:21]2[CH:22]=[N:23][N:24]3[CH:29]=[CH:28][C:27]([N:30]4[C@@H:34]([C:35]5[CH:40]=[CH:39][CH:38]=[CH:37][CH:36]=5)[CH2:33][O:32][C:31]4=[O:41])=[N:26][C:25]=23)[CH:5]=[CH:6][C:7]=1[C:8]1[N:12]=[CH:11][N:10](COCC[Si](C)(C)C)[N:9]=1. (2) The reactants are: [CH3:1][O:2][C:3](=[O:30])[CH:4]([NH:14][C:15](=[O:29])[CH:16]([CH2:24][S:25][C:26](=[O:28])[CH3:27])[CH2:17][C:18]1[CH:23]=[CH:22][CH:21]=[CH:20][CH:19]=1)[CH2:5][NH:6]C(OC(C)(C)C)=O.[ClH:31]. Given the product [ClH:31].[CH3:1][O:2][C:3](=[O:30])[CH:4]([NH:14][C:15](=[O:29])[CH:16]([CH2:24][S:25][C:26](=[O:28])[CH3:27])[CH2:17][C:18]1[CH:23]=[CH:22][CH:21]=[CH:20][CH:19]=1)[CH2:5][NH2:6], predict the reactants needed to synthesize it. (3) Given the product [CH3:1][O:2][C:3](=[O:15])[C:4]1[CH:9]=[CH:8][CH:7]=[CH:6][C:5]=1[O:10][CH2:11][CH:12]([OH:13])[CH2:14][N:26]([CH:17]1[CH:16]2[CH2:25][CH:20]3[CH2:21][CH:22]([CH2:24][CH:18]1[CH2:19]3)[CH2:23]2)[CH3:27], predict the reactants needed to synthesize it. The reactants are: [CH3:1][O:2][C:3](=[O:15])[C:4]1[CH:9]=[CH:8][CH:7]=[CH:6][C:5]=1[O:10][CH2:11][CH:12]1[CH2:14][O:13]1.[CH:16]12[CH2:25][CH:20]3[CH2:21][CH:22]([CH2:24][CH:18]([CH2:19]3)[CH:17]1[NH:26][CH3:27])[CH2:23]2. (4) Given the product [Br:21][C:14]1[S:15][C:16]2[C:8]([C:5]3[CH:6]=[CH:7][C:2]([Cl:1])=[CH:3][CH:4]=3)=[C:9]([O:19][CH3:20])[C:10]([CH3:18])=[CH:11][C:12]=2[N:13]=1, predict the reactants needed to synthesize it. The reactants are: [Cl:1][C:2]1[CH:7]=[CH:6][C:5]([C:8]2[C:16]3[S:15][C:14](N)=[N:13][C:12]=3[CH:11]=[C:10]([CH3:18])[C:9]=2[O:19][CH3:20])=[CH:4][CH:3]=1.[Br:21]C1SC2C=C(OC)C(C)=CC=2N=1. (5) Given the product [OH:1][C:2]1[CH:11]=[C:10]([N:27]2[CH2:32][CH2:31][CH2:30][CH2:29][CH2:28]2)[CH:9]=[C:8]2[C:3]=1[C:4](=[O:26])[CH:5]=[C:6]([C:20]1[CH:25]=[CH:24][CH:23]=[CH:22][CH:21]=1)[O:7]2, predict the reactants needed to synthesize it. The reactants are: [OH:1][C:2]1[CH:11]=[C:10](OS(C(F)(F)F)(=O)=O)[CH:9]=[C:8]2[C:3]=1[C:4](=[O:26])[CH:5]=[C:6]([C:20]1[CH:25]=[CH:24][CH:23]=[CH:22][CH:21]=1)[O:7]2.[NH:27]1[CH2:32][CH2:31][CH2:30][CH2:29][CH2:28]1.C1(C2C=CC=CC=2)C=CC=CC=1P(C(C)(C)C)C(C)(C)C.P([O-])([O-])([O-])=O.[K+].[K+].[K+]. (6) Given the product [F:1][C:2]1[CH:3]=[C:4]([C:8]2[N:9]=[CH:10][C:11]([C:12]([NH:27][C@H:23]3[CH2:24][CH2:25][CH2:26][C@H:21]([C:19]([OH:20])=[O:18])[CH2:22]3)=[O:14])=[CH:15][CH:16]=2)[CH:5]=[CH:6][CH:7]=1, predict the reactants needed to synthesize it. The reactants are: [F:1][C:2]1[CH:3]=[C:4]([C:8]2[CH:16]=[CH:15][C:11]([C:12]([OH:14])=O)=[CH:10][N:9]=2)[CH:5]=[CH:6][CH:7]=1.C[O:18][C:19]([C@H:21]1[CH2:26][CH2:25][CH2:24][C@H:23]([NH2:27])[CH2:22]1)=[O:20].